From a dataset of Retrosynthesis with 50K atom-mapped reactions and 10 reaction types from USPTO. Predict the reactants needed to synthesize the given product. (1) Given the product CNS(=O)(=O)c1nn2c(-c3ccc(Cl)cc3)c(-c3ccccc3Cl)cnc2c1C(=O)O, predict the reactants needed to synthesize it. The reactants are: CCOC(=O)c1c(S(=O)(=O)NC)nn2c(-c3ccc(Cl)cc3)c(-c3ccccc3Cl)cnc12. (2) Given the product Cc1ccc(S(=O)(=O)O)cc1, predict the reactants needed to synthesize it. The reactants are: CC(C)(C)OC(=O)N1CC[C@H](F)C1.